From a dataset of Catalyst prediction with 721,799 reactions and 888 catalyst types from USPTO. Predict which catalyst facilitates the given reaction. (1) Reactant: [CH3:1][N:2]1[C:7]([CH3:8])=[CH:6][C:5](=[O:9])[C:4]([O:10]CC2C=CC=CC=2)=[C:3]1[CH:18]([O:21][CH3:22])[CH2:19][CH3:20].[ClH:23]. Product: [ClH:23].[CH3:1][N:2]1[C:7]([CH3:8])=[CH:6][C:5](=[O:9])[C:4]([OH:10])=[C:3]1[CH:18]([O:21][CH3:22])[CH2:19][CH3:20]. The catalyst class is: 838. (2) Reactant: C(OC([NH:8][C:9]1([CH2:12][N:13]2[C:17]([C:18](OCC)=[O:19])=[C:16]([C:23]([O:25][CH2:26][CH3:27])=[O:24])[C:15]([I:28])=[N:14]2)[CH2:11][CH2:10]1)=O)(C)(C)C.Cl. Product: [I:28][C:15]1[C:16]([C:23]([O:25][CH2:26][CH3:27])=[O:24])=[C:17]2[C:18](=[O:19])[NH:8][C:9]3([CH2:11][CH2:10]3)[CH2:12][N:13]2[N:14]=1. The catalyst class is: 12. (3) Reactant: [C:1]([C:3]1[CH:8]=[CH:7][C:6](/[CH:9]=[CH:10]/[C:11]([O:13][CH3:14])=[O:12])=[CH:5][CH:4]=1)#[N:2].[H][H]. Product: [NH2:2][CH2:1][C:3]1[CH:8]=[CH:7][C:6]([CH2:9][CH2:10][C:11]([O:13][CH3:14])=[O:12])=[CH:5][CH:4]=1. The catalyst class is: 19. (4) Reactant: [CH:1]1([N:4]2[CH2:9][CH2:8][N:7](C(OC(C)(C)C)=O)[CH2:6][CH2:5]2)[CH2:3][CH2:2]1.[ClH:17]. Product: [ClH:17].[CH:1]1([N:4]2[CH2:9][CH2:8][NH:7][CH2:6][CH2:5]2)[CH2:3][CH2:2]1. The catalyst class is: 12. (5) The catalyst class is: 281. Product: [NH2:5][CH2:9][CH2:10][O:11][NH:12][C:13]([C@@H:15]1[CH2:21][CH2:20][C@@H:19]2[CH2:22][N:16]1[C:17](=[O:28])[N:18]2[O:23][S:24]([OH:27])(=[O:26])=[O:25])=[O:14]. Reactant: C([N:5]([CH2:9][CH2:10][O:11][NH:12][C:13]([C@@H:15]1[CH2:21][CH2:20][C@@H:19]2[CH2:22][N:16]1[C:17](=[O:28])[N:18]2[O:23][S:24]([OH:27])(=[O:26])=[O:25])=[O:14])C(=O)[O-])(C)(C)C.C([N+](CCCC)(CCCC)CCCC)CCC. (6) Reactant: [CH3:1][C:2]1[CH:7]=[C:6]([N:8]2[CH2:17][CH2:16][C:15]3[C:10](=[CH:11][CH:12]=[C:13]([C:18]([F:21])([F:20])[F:19])[CH:14]=3)[CH2:9]2)[CH:5]=[C:4]([CH3:22])[C:3]=1[NH:23][C:24](=O)[CH2:25][C:26]([CH3:29])([CH3:28])[CH3:27].COC1C=CC(P2(SP(C3C=CC(OC)=CC=3)(=S)S2)=[S:40])=CC=1. Product: [CH3:1][C:2]1[CH:7]=[C:6]([N:8]2[CH2:17][CH2:16][C:15]3[C:10](=[CH:11][CH:12]=[C:13]([C:18]([F:21])([F:20])[F:19])[CH:14]=3)[CH2:9]2)[CH:5]=[C:4]([CH3:22])[C:3]=1[NH:23][C:24](=[S:40])[CH2:25][C:26]([CH3:29])([CH3:28])[CH3:27]. The catalyst class is: 68.